Predict the reactants needed to synthesize the given product. From a dataset of Full USPTO retrosynthesis dataset with 1.9M reactions from patents (1976-2016). (1) Given the product [Cl:1][C:5]1[C:4]([OH:3])=[CH:12][CH:11]=[CH:10][C:6]=1[C:7]([OH:9])=[O:8], predict the reactants needed to synthesize it. The reactants are: [Cl:1]Cl.[OH:3][C:4]1[CH:5]=[C:6]([CH:10]=[CH:11][CH:12]=1)[C:7]([OH:9])=[O:8]. (2) Given the product [CH3:1][C:2]1[N:3]=[CH:4][N:5]([C:7]2[CH:16]=[CH:15][C:10]([C:11]([OH:13])=[O:12])=[CH:9][CH:8]=2)[CH:6]=1, predict the reactants needed to synthesize it. The reactants are: [CH3:1][C:2]1[N:3]=[CH:4][N:5]([C:7]2[CH:16]=[CH:15][C:10]([C:11]([O:13]C)=[O:12])=[CH:9][CH:8]=2)[CH:6]=1.[OH-].[Na+].Cl. (3) Given the product [O:32]=[C:26]1[CH:25]([N:18]2[C:17](=[O:33])[C:16]3[C:20](=[CH:21][CH:22]=[CH:23][C:15]=3[CH2:14][NH:13][C:39]([C:35]3[S:34][CH:38]=[CH:37][CH:36]=3)=[O:40])[C:19]2=[O:24])[CH2:30][CH2:29][C:28](=[O:31])[NH:27]1, predict the reactants needed to synthesize it. The reactants are: N12CCCN=C1CCCCC2.Cl.[NH2:13][CH2:14][C:15]1[CH:23]=[CH:22][CH:21]=[C:20]2[C:16]=1[C:17](=[O:33])[N:18]([CH:25]1[CH2:30][CH2:29][C:28](=[O:31])[NH:27][C:26]1=[O:32])[C:19]2=[O:24].[S:34]1[CH:38]=[CH:37][CH:36]=[C:35]1[C:39](Cl)=[O:40]. (4) Given the product [CH3:14][N:13]([CH3:15])[CH:10]1[CH2:11][CH2:12][N:8]([C:5]2[CH:6]=[CH:7][C:2]([N:1]3[C:18](=[O:17])[C:19]4[C:20](=[CH:21][CH:22]=[C:23]([O:25][CH3:26])[CH:24]=4)[N:30]=[CH:31]3)=[CH:3][CH:4]=2)[CH2:9]1, predict the reactants needed to synthesize it. The reactants are: [NH2:1][C:2]1[CH:7]=[CH:6][C:5]([N:8]2[CH2:12][CH2:11][CH:10]([N:13]([CH3:15])[CH3:14])[CH2:9]2)=[CH:4][CH:3]=1.C[O:17][C:18](=O)[C:19]1[CH:24]=[C:23]([O:25][CH2:26]CCC)[CH:22]=[CH:21][C:20]=1/[N:30]=[CH:31]\C(C)C. (5) Given the product [CH2:24]([N:31]1[CH:39]=[C:38]2[C:33]([CH:34]=[C:35]([C:2]3[CH:3]=[C:4]([CH2:12][CH2:13][CH2:14][CH2:15][O:16][Si:17]([C:20]([CH3:23])([CH3:22])[CH3:21])([CH3:19])[CH3:18])[N:5]4[C:10]=3[C:9]([NH2:11])=[N:8][CH:7]=[N:6]4)[CH:36]=[CH:37]2)=[N:32]1)[C:25]1[CH:30]=[CH:29][CH:28]=[CH:27][CH:26]=1, predict the reactants needed to synthesize it. The reactants are: Br[C:2]1[CH:3]=[C:4]([CH2:12][CH2:13][CH2:14][CH2:15][O:16][Si:17]([C:20]([CH3:23])([CH3:22])[CH3:21])([CH3:19])[CH3:18])[N:5]2[C:10]=1[C:9]([NH2:11])=[N:8][CH:7]=[N:6]2.[CH2:24]([N:31]1[CH:39]=[C:38]2[C:33]([CH:34]=[C:35](B3OC(C)(C)C(C)(C)O3)[CH:36]=[CH:37]2)=[N:32]1)[C:25]1[CH:30]=[CH:29][CH:28]=[CH:27][CH:26]=1.C([O-])([O-])=O.[Na+].[Na+]. (6) The reactants are: Cl.[F:2][C:3]1([F:53])[CH2:7][NH:6][C@H:5]([C:8]2[NH:9][C:10]([C:13]3[CH:14]=[C:15]4[C:20](=[CH:21][CH:22]=3)[CH:19]=[C:18]([C:23]3[CH:28]=[CH:27][C:26]([C:29]5[NH:33][C:32]([C@@H:34]6[CH2:46][N:44]7[C:45]8[CH:37]([C@@H:38]([NH:47][C:48](=[O:51])[O:49][CH3:50])[CH2:39][CH2:40][C:41]=8[CH:42]=[CH:43]7)[C:36](=[O:52])[CH2:35]6)=[N:31][CH:30]=5)=[CH:25][CH:24]=3)[CH:17]=[CH:16]4)=[CH:11][N:12]=2)[CH2:4]1.[CH3:54][O:55][C:56]([NH:58][C@@H:59]([CH:63]([CH3:65])[CH3:64])[C:60](O)=[O:61])=[O:57].CCCP(=O)=O.CCN(C(C)C)C(C)C. Given the product [CH3:50][O:49][C:48](=[O:51])[NH:47][C@@H:38]1[CH:37]2[C:36](=[O:52])[CH2:35][C@H:34]([C:32]3[NH:33][C:29]([C:26]4[CH:27]=[CH:28][C:23]([C:18]5[CH:17]=[CH:16][C:15]6[C:20](=[CH:21][CH:22]=[C:13]([C:10]7[NH:9][C:8]([C@@H:5]8[CH2:4][C:3]([F:2])([F:53])[CH2:7][N:6]8[C:60](=[O:61])[C@@H:59]([NH:58][C:56]([O:55][CH3:54])=[O:57])[CH:63]([CH3:65])[CH3:64])=[N:12][CH:11]=7)[CH:14]=6)[CH:19]=5)=[CH:24][CH:25]=4)=[CH:30][N:31]=3)[CH2:46][N:44]3[C:45]2=[C:41]([CH:42]=[CH:43]3)[CH2:40][CH2:39]1, predict the reactants needed to synthesize it. (7) The reactants are: Br[C:2]1[C:11]2[CH2:10][CH2:9][CH2:8][CH2:7][C:6]=2[N:5]=[C:4]([C:12]([NH:14][C@@H:15]2[C@@H:20]([OH:21])[CH2:19][O:18][CH2:17][CH2:16]2)=[O:13])[CH:3]=1.C([O-])(=O)C.[K+].[B:27]1([B:27]2[O:31][C:30]([CH3:33])([CH3:32])[C:29]([CH3:35])([CH3:34])[O:28]2)[O:31][C:30]([CH3:33])([CH3:32])[C:29]([CH3:35])([CH3:34])[O:28]1.ClCCl. Given the product [CH3:34][C:29]1([CH3:35])[C:30]([CH3:33])([CH3:32])[O:31][B:27]([C:2]2[C:11]3[CH2:10][CH2:9][CH2:8][CH2:7][C:6]=3[N:5]=[C:4]([C:12]([NH:14][C@@H:15]3[C@@H:20]([OH:21])[CH2:19][O:18][CH2:17][CH2:16]3)=[O:13])[CH:3]=2)[O:28]1, predict the reactants needed to synthesize it.